Task: Predict which catalyst facilitates the given reaction.. Dataset: Catalyst prediction with 721,799 reactions and 888 catalyst types from USPTO (1) Reactant: [F:1][C:2]([F:40])([F:39])[C:3]1[CH:8]=[CH:7][C:6]([C:9]2[N:14]=[C:13]([CH:15]([O:20][C:21]3[CH:26]=[CH:25][C:24]([CH2:27][CH2:28][CH2:29][C:30]([O:32]CC[Si](C)(C)C)=[O:31])=[CH:23][CH:22]=3)[CH2:16][CH2:17][CH2:18][CH3:19])[CH:12]=[CH:11][CH:10]=2)=[CH:5][CH:4]=1.CCCC[N+](CCCC)(CCCC)CCCC.[F-]. Product: [F:40][C:2]([F:1])([F:39])[C:3]1[CH:4]=[CH:5][C:6]([C:9]2[N:14]=[C:13]([CH:15]([O:20][C:21]3[CH:22]=[CH:23][C:24]([CH2:27][CH2:28][CH2:29][C:30]([OH:32])=[O:31])=[CH:25][CH:26]=3)[CH2:16][CH2:17][CH2:18][CH3:19])[CH:12]=[CH:11][CH:10]=2)=[CH:7][CH:8]=1. The catalyst class is: 1. (2) Reactant: [CH2:1]([O:7][C:8]1[CH:9]=[C:10]([CH:15]=[C:16]([O:18][CH2:19][CH2:20][CH2:21][CH2:22][CH2:23][CH3:24])[CH:17]=1)[C:11]([O:13]C)=O)[CH2:2][CH2:3][CH2:4][CH2:5][CH3:6].[OH2:25].[NH2:26][NH2:27].O. Product: [CH2:19]([O:18][C:16]1[CH:15]=[C:10]([CH:9]=[C:8]([O:7][CH2:1][CH2:2][CH2:3][CH2:4][CH2:5][CH3:6])[C:17]=1[O:25][CH2:1][CH2:2][CH2:3][CH2:4][CH2:5][CH3:6])[C:11]([NH:26][NH2:27])=[O:13])[CH2:20][CH2:21][CH2:22][CH2:23][CH3:24]. The catalyst class is: 8. (3) Reactant: Br[C:2]1[C:11]2[C:6](=[CH:7][CH:8]=[C:9]([N:12]3[CH:16]=[C:15]([CH3:17])[CH:14]=[N:13]3)[CH:10]=2)[C:5](=[O:18])[N:4]([CH3:19])[CH:3]=1.[CH:20]1([CH2:23][O:24][C:25]2[CH:30]=[CH:29][C:28]([S:31]([CH3:34])(=[O:33])=[O:32])=[CH:27][C:26]=2B2OC(C)(C)C(C)(C)O2)[CH2:22][CH2:21]1.[O-]P([O-])([O-])=O.[K+].[K+].[K+]. Product: [CH:20]1([CH2:23][O:24][C:25]2[CH:30]=[CH:29][C:28]([S:31]([CH3:34])(=[O:33])=[O:32])=[CH:27][C:26]=2[C:2]2[C:11]3[C:6](=[CH:7][CH:8]=[C:9]([N:12]4[CH:16]=[C:15]([CH3:17])[CH:14]=[N:13]4)[CH:10]=3)[C:5](=[O:18])[N:4]([CH3:19])[CH:3]=2)[CH2:21][CH2:22]1. The catalyst class is: 75. (4) Reactant: [CH-:1]1[CH:5]=[CH:4][CH:3]=[CH:2]1.[CH-:6]1[CH:10]=[CH:9][CH:8]=[CH:7]1.[Fe+2:11].S(=O)(=O)(O)O. Product: [CH2:4]1[CH:3]=[CH:2][CH:1]=[CH:5]1.[CH-:6]1[CH:10]=[CH:9][CH:8]=[CH:7]1.[Fe+2:11]. The catalyst class is: 6. (5) Reactant: Cl.[Cl:2][C:3]1[CH:4]=[C:5]2[C:9](=[CH:10][CH:11]=1)[NH:8][CH:7]=[C:6]2[CH2:12][CH2:13][NH2:14].[F:15][C:16]([F:34])([F:33])[C:17]1[CH:18]=[C:19]([NH:23][C:24]2[CH:25]=[C:26]([CH:30]=[CH:31][CH:32]=2)[C:27](O)=[O:28])[CH:20]=[CH:21][CH:22]=1.CN(C(ON1N=NC2C=CC=NC1=2)=[N+](C)C)C.F[P-](F)(F)(F)(F)F.C(N(CC)C(C)C)(C)C. Product: [Cl:2][C:3]1[CH:4]=[C:5]2[C:9](=[CH:10][CH:11]=1)[NH:8][CH:7]=[C:6]2[CH2:12][CH2:13][NH:14][C:27](=[O:28])[C:26]1[CH:30]=[CH:31][CH:32]=[C:24]([NH:23][C:19]2[CH:20]=[CH:21][CH:22]=[C:17]([C:16]([F:15])([F:33])[F:34])[CH:18]=2)[CH:25]=1. The catalyst class is: 3. (6) Reactant: [C:1]1([C@H:7]([NH:9][CH2:10][C:11]#[N:12])[CH3:8])[CH:6]=[CH:5][CH:4]=[CH:3][CH:2]=1.I[CH2:14][C:15]([CH3:17])=[CH2:16].C([O-])([O-])=O.[K+].[K+]. Product: [C:1]1([C@H:7]([N:9]([CH2:10][C:11]#[N:12])[CH2:16][C:15]([CH3:17])=[CH2:14])[CH3:8])[CH:6]=[CH:5][CH:4]=[CH:3][CH:2]=1. The catalyst class is: 10.